Dataset: Catalyst prediction with 721,799 reactions and 888 catalyst types from USPTO. Task: Predict which catalyst facilitates the given reaction. (1) Reactant: [F:1][C:2]1[CH:18]=[CH:17][C:5]2[N:6]3[CH:11]=[C:10]([C:12](OCC)=[O:13])[N:9]=[C:7]3[S:8][C:4]=2[CH:3]=1.[Li+].[BH4-].C([O-])([O-])=O.[K+].[K+]. Product: [F:1][C:2]1[CH:18]=[CH:17][C:5]2[N:6]3[CH:11]=[C:10]([CH2:12][OH:13])[N:9]=[C:7]3[S:8][C:4]=2[CH:3]=1. The catalyst class is: 1. (2) Reactant: [NH2:1][C:2]1[N:7]=[C:6](Cl)[C:5]([CH2:9][C:10]([O:12]CC)=O)=[C:4]([Cl:15])[N:3]=1.[N:16]1[CH:21]=[CH:20][CH:19]=[CH:18][C:17]=1[CH2:22][NH2:23].CCN(C(C)C)C(C)C. Product: [NH2:1][C:2]1[N:3]=[C:4]([Cl:15])[C:5]2[CH2:9][C:10](=[O:12])[N:23]([CH2:22][C:17]3[CH:18]=[CH:19][CH:20]=[CH:21][N:16]=3)[C:6]=2[N:7]=1. The catalyst class is: 114. (3) Reactant: [Br:1][C:2]1[CH:7]=[CH:6][C:5]([CH:8]([CH3:11])[CH2:9][OH:10])=[CH:4][CH:3]=1.N1C=CN=C1.[Si:17](Cl)([C:20]([CH3:23])([CH3:22])[CH3:21])([CH3:19])[CH3:18]. Product: [Br:1][C:2]1[CH:3]=[CH:4][C:5]([CH:8]([CH3:11])[CH2:9][O:10][Si:17]([C:20]([CH3:23])([CH3:22])[CH3:21])([CH3:19])[CH3:18])=[CH:6][CH:7]=1. The catalyst class is: 3.